This data is from Catalyst prediction with 721,799 reactions and 888 catalyst types from USPTO. The task is: Predict which catalyst facilitates the given reaction. (1) Reactant: [C:1]([O:5][CH:6]([C:11]1[C:16]([C:17]([F:20])([F:19])[F:18])=[CH:15][CH:14]=[C:13]([C:21]2[CH:26]=[CH:25][C:24]([C:27](=[O:29])[NH2:28])=[CH:23][CH:22]=2)[C:12]=1[C:30]1[CH:31]=[CH:32][C:33]2[O:38][CH2:37][CH2:36][CH2:35][C:34]=2[CH:39]=1)[C:7]([O:9][CH3:10])=[O:8])([CH3:4])([CH3:3])[CH3:2].[OH-].[Li+].C(Br)[C:43]1[CH:48]=[CH:47][CH:46]=[CH:45][CH:44]=1.C(=O)([O-])[O-].[K+].[K+]. Product: [C:1]([O:5][CH:6]([C:11]1[C:16]([C:17]([F:20])([F:18])[F:19])=[CH:15][CH:14]=[C:13]([C:21]2[CH:26]=[CH:25][C:24]([C:27](=[O:29])[NH2:28])=[CH:23][CH:22]=2)[C:12]=1[C:30]1[CH:31]=[CH:32][C:33]2[O:38][CH2:37][CH2:36][CH2:35][C:34]=2[CH:39]=1)[C:7]([O:9][CH2:10][C:43]1[CH:48]=[CH:47][CH:46]=[CH:45][CH:44]=1)=[O:8])([CH3:4])([CH3:2])[CH3:3]. The catalyst class is: 38. (2) Reactant: Cl.[Br:2][C:3]1[CH:8]=[CH:7][CH:6]=[CH:5][C:4]=1[NH:9]N.[O:11]1[CH:16]=[CH:15][CH2:14][CH2:13][CH2:12]1. Product: [Br:2][C:3]1[CH:8]=[CH:7][CH:6]=[C:5]2[C:4]=1[NH:9][CH:16]=[C:15]2[CH2:14][CH2:13][CH2:12][OH:11]. The catalyst class is: 38. (3) Reactant: [CH3:1][N:2]([C:6]1[C:11]([C:12]2[CH:13]=[CH:14][C:15]3[C:16]4[N:30](C5CCCCO5)[N:29]=[CH:28][C:17]=4[C:18](=[O:27])[N:19]([CH2:22][C:23]([F:26])([F:25])[F:24])[C:20]=3[CH:21]=2)=[CH:10][CH:9]=[CH:8][N:7]=1)[C:3](=[O:5])[CH3:4].CN(C1C(C2C=CC3C4NN(C5CCCCO5)CC=4C(=O)N(CC(F)(F)F)C=3C=2)=CC=CN=1)C(=O)C.[ClH:73]. The catalyst class is: 6. Product: [ClH:73].[CH3:1][N:2]([C:6]1[C:11]([C:12]2[CH:13]=[CH:14][C:15]3[C:16]4[NH:30][N:29]=[CH:28][C:17]=4[C:18](=[O:27])[N:19]([CH2:22][C:23]([F:26])([F:25])[F:24])[C:20]=3[CH:21]=2)=[CH:10][CH:9]=[CH:8][N:7]=1)[C:3](=[O:5])[CH3:4]. (4) Reactant: C[O:2][C:3](=O)[CH2:4][CH:5]([C:10]1[S:11][C:12]([C:15]2[CH:20]=[CH:19][N:18]=[C:17]([S:21][CH3:22])[N:16]=2)=[CH:13][CH:14]=1)[CH2:6][N+:7]([O-])=O. Product: [CH3:22][S:21][C:17]1[N:16]=[C:15]([C:12]2[S:11][C:10]([CH:5]3[CH2:6][NH:7][C:3](=[O:2])[CH2:4]3)=[CH:14][CH:13]=2)[CH:20]=[CH:19][N:18]=1. The catalyst class is: 171. (5) Reactant: [CH3:1][C:2]([N:11]1[CH2:16][CH2:15][CH:14]([NH:17][CH2:18][C:19]2[CH:24]=[CH:23][C:22]([C:25]3[CH:30]=[CH:29][C:28]([C:31]([F:34])([F:33])[F:32])=[CH:27][CH:26]=3)=[CH:21][CH:20]=2)[CH2:13][CH2:12]1)([CH3:10])[C:3]([O:5][C:6]([CH3:9])([CH3:8])[CH3:7])=[O:4].[F:35][C:36]1[C:41]([F:42])=[CH:40][CH:39]=[CH:38][C:37]=1[CH2:43][CH2:44][C:45]1[N:46]([CH2:56][C:57](O)=[O:58])[C:47]2[C:52]([C:53](=[O:55])[N:54]=1)=[CH:51][CH:50]=[CH:49][CH:48]=2.CCN(C(C)C)C(C)C.CN(C(ON1N=NC2C=CC=NC1=2)=[N+](C)C)C.F[P-](F)(F)(F)(F)F. Product: [F:35][C:36]1[C:41]([F:42])=[CH:40][CH:39]=[CH:38][C:37]=1[CH2:43][CH2:44][C:45]1[N:46]([CH2:56][C:57]([N:17]([CH2:18][C:19]2[CH:20]=[CH:21][C:22]([C:25]3[CH:30]=[CH:29][C:28]([C:31]([F:32])([F:34])[F:33])=[CH:27][CH:26]=3)=[CH:23][CH:24]=2)[CH:14]2[CH2:13][CH2:12][N:11]([C:2]([CH3:1])([CH3:10])[C:3]([O:5][C:6]([CH3:7])([CH3:8])[CH3:9])=[O:4])[CH2:16][CH2:15]2)=[O:58])[C:47]2[C:52]([C:53](=[O:55])[N:54]=1)=[CH:51][CH:50]=[CH:49][CH:48]=2. The catalyst class is: 3. (6) Product: [C:3]([C:5]1[CH:6]=[C:7]([C:15]2[O:19][N:18]=[C:17]([C:20]3[C:21]([F:36])=[CH:22][CH:23]=[C:24]4[C:28]=3[NH:27][CH:26]=[C:25]4[CH2:29][CH2:30][C:31]([OH:33])=[O:32])[N:16]=2)[CH:8]=[CH:9][C:10]=1[O:11][CH:12]([CH3:14])[CH3:13])#[N:4]. The catalyst class is: 20. Reactant: [OH-].[Na+].[C:3]([C:5]1[CH:6]=[C:7]([C:15]2[O:19][N:18]=[C:17]([C:20]3[C:21]([F:36])=[CH:22][CH:23]=[C:24]4[C:28]=3[NH:27][CH:26]=[C:25]4[CH2:29][CH2:30][C:31]([O:33]CC)=[O:32])[N:16]=2)[CH:8]=[CH:9][C:10]=1[O:11][CH:12]([CH3:14])[CH3:13])#[N:4].Cl. (7) Reactant: [CH3:1][N:2]([CH2:13][C:14]1[N:15]=[C:16]2[CH:21]=[CH:20][CH:19]=[CH:18][N:17]2[C:22]=1[C:23]([OH:25])=O)[CH:3]1[C:12]2[N:11]=[CH:10][CH:9]=[CH:8][C:7]=2[CH2:6][CH2:5][CH2:4]1.[CH3:26][N:27]([CH3:33])[CH:28]1[CH2:32][CH2:31][NH:30][CH2:29]1.O.ON1C2C=CC=CC=2N=N1.Cl.CN(C)CCCN=C=NCC.FC(F)(F)C(O)=O. Product: [CH3:26][N:27]([CH3:33])[CH:28]1[CH2:32][CH2:31][N:30]([C:23]([C:22]2[N:17]3[CH:18]=[CH:19][CH:20]=[CH:21][C:16]3=[N:15][C:14]=2[CH2:13][N:2]([CH3:1])[CH:3]2[C:12]3[N:11]=[CH:10][CH:9]=[CH:8][C:7]=3[CH2:6][CH2:5][CH2:4]2)=[O:25])[CH2:29]1. The catalyst class is: 204. (8) Reactant: [O:1]1[C:7]23[CH2:8][CH:4]([CH2:5][CH:6]2[CH:9]=[CH2:10])[CH2:3][CH:2]13.ClC1C=C(C=CC=1)C(O)=[O:16]. Product: [O:1]1[C:7]23[CH2:8][CH:4]([CH2:5][CH:6]2[CH:9]=[CH2:10])[CH2:3][CH:2]13.[O:1]1[C:7]23[CH2:8][C:4]4([O:16][CH:3]4[CH:2]12)[CH2:5][CH:6]3[CH2:9][CH3:10]. The catalyst class is: 4. (9) Reactant: [H-].[Na+].CN(C=O)C.[NH:8]1[C:12]2[CH:13]=[CH:14][CH:15]=[CH:16][C:11]=2[N:10]=[N:9]1.Cl[C:18]1[CH:23]=[CH:22][N:21]=[C:20]([S:24][CH3:25])[N:19]=1. Product: [CH3:25][S:24][C:20]1[N:21]=[C:22]([N:8]2[C:12]3[CH:13]=[CH:14][CH:15]=[CH:16][C:11]=3[N:10]=[N:9]2)[CH:23]=[CH:18][N:19]=1. The catalyst class is: 6. (10) Reactant: [NH2:1][C:2]1[CH:3]=[C:4]([CH:25]=[CH:26][CH:27]=1)[O:5][C:6]1[CH:14]=[C:13]([F:15])[CH:12]=[C:11]([NH:16][C:17]2[CH:22]=[CH:21][C:20]([I:23])=[CH:19][C:18]=2[F:24])[C:7]=1[C:8]([NH2:10])=[O:9].N1C=CC=CC=1.[CH3:34][S:35](Cl)(=[O:37])=[O:36]. Product: [F:15][C:13]1[CH:14]=[C:6]([O:5][C:4]2[CH:25]=[CH:26][CH:27]=[C:2]([NH:1][S:35]([CH3:34])(=[O:37])=[O:36])[CH:3]=2)[C:7]([C:8]([NH2:10])=[O:9])=[C:11]([NH:16][C:17]2[CH:22]=[CH:21][C:20]([I:23])=[CH:19][C:18]=2[F:24])[CH:12]=1. The catalyst class is: 4.